From a dataset of Forward reaction prediction with 1.9M reactions from USPTO patents (1976-2016). Predict the product of the given reaction. (1) Given the reactants [S:1]1[C:5]2[CH:6]=[CH:7][CH:8]=[CH:9][C:4]=2[N:3]=[C:2]1[NH:10][C:11]([N:13]1[C:22]2[C:17](=[CH:18][CH:19]=[C:20]([C:23]3[N:28]=[C:27]([C:29]([O:31]C)=[O:30])[C:26]([C:33]4[CH:38]=[CH:37][CH:36]=[CH:35][CH:34]=4)=[CH:25][CH:24]=3)[CH:21]=2)[CH2:16][CH2:15][CH2:14]1)=[O:12].[Li+].[OH-], predict the reaction product. The product is: [S:1]1[C:5]2[CH:6]=[CH:7][CH:8]=[CH:9][C:4]=2[N:3]=[C:2]1[NH:10][C:11]([N:13]1[C:22]2[C:17](=[CH:18][CH:19]=[C:20]([C:23]3[N:28]=[C:27]([C:29]([OH:31])=[O:30])[C:26]([C:33]4[CH:38]=[CH:37][CH:36]=[CH:35][CH:34]=4)=[CH:25][CH:24]=3)[CH:21]=2)[CH2:16][CH2:15][CH2:14]1)=[O:12]. (2) Given the reactants [C:1]([O:5][C:6](=[O:17])[NH:7][C@H:8]([C:14](=[O:16])[NH2:15])[CH2:9][CH2:10][CH2:11][CH2:12][NH2:13])([CH3:4])([CH3:3])[CH3:2].O=C1CCC(=O)N1[O:25][C:26](=O)[C:27]1[CH:32]=[C:31]([C:33](=[O:35])[CH3:34])[CH:30]=[CH:29][C:28]=1[O:36][CH2:37][C:38]#[CH:39].C(N(C(C)C)C(C)C)C, predict the reaction product. The product is: [C:1]([O:5][C:6](=[O:17])[NH:7][C@H:8]([C:14](=[O:16])[NH2:15])[CH2:9][CH2:10][CH2:11][CH2:12][NH:13][C:26](=[O:25])[C:27]1[CH:32]=[C:31]([C:33](=[O:35])[CH3:34])[CH:30]=[CH:29][C:28]=1[O:36][CH2:37][C:38]#[CH:39])([CH3:4])([CH3:2])[CH3:3]. (3) Given the reactants [Br:1][C:2]1[S:3][CH:4]=[C:5]([C:7]([O:9]C)=[O:8])[N:6]=1.C(C1C=CC(C)=C(C=1)OC1OC=C(C(O)=O)N=1)(C)(C)C, predict the reaction product. The product is: [Br:1][C:2]1[S:3][CH:4]=[C:5]([C:7]([OH:9])=[O:8])[N:6]=1. (4) Given the reactants Cl[C:2]1[N:7]=[C:6]([Cl:8])[CH:5]=[C:4]([Cl:9])[N:3]=1.[CH3:10][NH2:11], predict the reaction product. The product is: [Cl:9][C:4]1[CH:5]=[C:6]([Cl:8])[N:7]=[C:2]([NH:11][CH3:10])[N:3]=1. (5) The product is: [CH3:13][N:14]([CH3:15])[CH2:10][C:8]1[CH:9]=[C:4]2[CH:3]=[CH:2][NH:1][C:5]2=[N:6][CH:7]=1. Given the reactants [NH:1]1[C:5]2=[N:6][CH:7]=[C:8]([CH:10]=O)[CH:9]=[C:4]2[CH:3]=[CH:2]1.Cl.[CH3:13][NH:14][CH3:15].[OH-].[Na+].C([BH3-])#N.[Na+], predict the reaction product.